Predict the product of the given reaction. From a dataset of Forward reaction prediction with 1.9M reactions from USPTO patents (1976-2016). (1) The product is: [Cl:1][C:2]1[CH:7]=[C:6]2[NH:8][C:9](=[O:36])[C:10]3([CH:15]([C:16]4[CH:21]=[CH:20][CH:19]=[C:18]([Cl:22])[CH:17]=4)[CH2:14][C:13](=[O:23])[N:12]([CH2:50][CH2:49][CH2:48][Cl:47])[CH:11]3[C:24]3[C:29]([O:30][CH:31]([CH3:33])[CH3:32])=[CH:28][CH:27]=[C:26]([F:34])[C:25]=3[F:35])[C:5]2=[CH:4][CH:3]=1.[CH3:37][O:38][CH:39]([Si:41]([CH3:44])([CH3:43])[CH3:42])[CH3:40]. Given the reactants [Cl:1][C:2]1[CH:7]=[C:6]2[NH:8][C:9](=[O:36])[C:10]3([CH:15]([C:16]4[CH:21]=[CH:20][CH:19]=[C:18]([Cl:22])[CH:17]=4)[CH2:14][C:13](=[O:23])[NH:12][CH:11]3[C:24]3[C:29]([O:30][CH:31]([CH3:33])[CH3:32])=[CH:28][CH:27]=[C:26]([F:34])[C:25]=3[F:35])[C:5]2=[CH:4][CH:3]=1.[CH3:37][O:38][CH:39]([Si:41]([CH3:44])([CH3:43])[CH3:42])[CH3:40].[H-].[Li+].[Cl:47][CH2:48][CH2:49][CH2:50]I, predict the reaction product. (2) The product is: [CH3:31][C:32]1[O:36][N:35]=[CH:34][C:33]=1[S:37]([N:17]1[C:18]2[CH:19]=[CH:20][C:12]([C:10]([N:7]3[CH2:6][CH2:5][CH:4]([CH3:3])[CH2:9][CH2:8]3)=[O:11])=[CH:13][C:14]=2[C:15]2[CH2:24][N:23]([CH:25]3[CH2:26][CH2:27][O:28][CH2:29][CH2:30]3)[CH2:22][CH2:21][C:16]1=2)(=[O:39])=[O:38]. Given the reactants [H-].[Na+].[CH3:3][CH:4]1[CH2:9][CH2:8][N:7]([C:10]([C:12]2[CH:20]=[CH:19][C:18]3[NH:17][C:16]4[CH2:21][CH2:22][N:23]([CH:25]5[CH2:30][CH2:29][O:28][CH2:27][CH2:26]5)[CH2:24][C:15]=4[C:14]=3[CH:13]=2)=[O:11])[CH2:6][CH2:5]1.[CH3:31][C:32]1[O:36][N:35]=[CH:34][C:33]=1[S:37](Cl)(=[O:39])=[O:38], predict the reaction product. (3) Given the reactants C(O[BH-](OC(=O)C)OC(=O)C)(=O)C.[Na+].[Cl:15][C:16]1[CH:17]=[C:18]([CH2:28][C:29]2[O:33][C:32]([C:34]([NH:36][C:37]3[CH:42]=[CH:41][C:40]([CH:43]=O)=[CH:39][CH:38]=3)=[O:35])=[CH:31][CH:30]=2)[C:19]2[O:23][C:22]([CH:24]([CH3:26])[CH3:25])=[CH:21][C:20]=2[CH:27]=1.[NH:45]1[CH2:49][CH2:48][CH2:47][CH2:46]1, predict the reaction product. The product is: [Cl:15][C:16]1[CH:17]=[C:18]([CH2:28][C:29]2[O:33][C:32]([C:34]([NH:36][C:37]3[CH:42]=[CH:41][C:40]([CH2:43][N:45]4[CH2:49][CH2:48][CH2:47][CH2:46]4)=[CH:39][CH:38]=3)=[O:35])=[CH:31][CH:30]=2)[C:19]2[O:23][C:22]([CH:24]([CH3:25])[CH3:26])=[CH:21][C:20]=2[CH:27]=1. (4) Given the reactants [OH-].[Na+].[NH2:3][C:4]([NH2:6])=[S:5].[C:7]1([N:13]=[C:14]=[S:15])[CH:12]=[CH:11][CH:10]=[CH:9][CH:8]=1.Cl, predict the reaction product. The product is: [C:7]1([NH:13][C:14]([NH:3][C:4]([NH2:6])=[S:5])=[S:15])[CH:12]=[CH:11][CH:10]=[CH:9][CH:8]=1. (5) Given the reactants [CH2:1]([O:3][C:4]([C:6]1[S:7][C:8]([S:11](Cl)(=[O:13])=[O:12])=[CH:9][CH:10]=1)=[O:5])[CH3:2].C(N(CC)CC)C.[CH3:22][CH:23]1[NH:28][CH2:27][CH2:26][N:25]([C:29]([C:31]2[CH:36]=[CH:35][CH:34]=[CH:33][CH:32]=2)=[O:30])[CH2:24]1.CO.C(Cl)(Cl)Cl, predict the reaction product. The product is: [CH2:1]([O:3][C:4]([C:6]1[S:7][C:8]([S:11]([N:28]2[CH2:27][CH2:26][N:25]([C:29](=[O:30])[C:31]3[CH:36]=[CH:35][CH:34]=[CH:33][CH:32]=3)[CH2:24][CH:23]2[CH3:22])(=[O:13])=[O:12])=[CH:9][CH:10]=1)=[O:5])[CH3:2]. (6) The product is: [CH2:15]([O:17][C:18](=[O:21])[C:19]#[C:20][C:5]1[CH:6]=[CH:7][C:2]([Cl:1])=[CH:3][CH:4]=1)[CH3:16]. Given the reactants [Cl:1][C:2]1[CH:7]=[CH:6][C:5](I)=[CH:4][CH:3]=1.C(=O)([O-])[O-].[Cs+].[Cs+].[CH2:15]([O:17][C:18](=[O:21])[C:19]#[CH:20])[CH3:16], predict the reaction product. (7) Given the reactants Br[CH2:2]/[C:3](/[F:15])=[C:4](/[CH3:14])\[CH2:5][NH:6][C:7](=[O:13])[O:8][C:9]([CH3:12])([CH3:11])[CH3:10].[CH:16]1([NH:22][C:23](=[O:31])[C:24]2[CH:29]=[CH:28][C:27]([OH:30])=[CH:26][CH:25]=2)[CH2:21][CH2:20][CH2:19][CH2:18][CH2:17]1, predict the reaction product. The product is: [CH:16]1([NH:22][C:23]([C:24]2[CH:29]=[CH:28][C:27]([O:30][CH2:2]/[C:3](/[F:15])=[C:4](/[CH3:14])\[CH2:5][NH:6][C:7](=[O:13])[O:8][C:9]([CH3:12])([CH3:11])[CH3:10])=[CH:26][CH:25]=2)=[O:31])[CH2:21][CH2:20][CH2:19][CH2:18][CH2:17]1. (8) Given the reactants [C:1]([C:3]1[CH:7]=[CH:6][S:5][C:4]=1[C:8](Cl)=[O:9])#[N:2].C[Si]([C:15]([Si](C)(C)C)(C([O-])=O)[C:16]([O-:18])=[O:17])(C)C.CCN(CC)CC.[Li+].[Br-].OS(O)(=O)=O, predict the reaction product. The product is: [C:1]([C:3]1[CH:7]=[CH:6][S:5][C:4]=1[C:8](=[O:9])[CH2:15][C:16]([OH:18])=[O:17])#[N:2]. (9) Given the reactants [NH:1]1[CH:5]=[CH:4][N:3]=[N:2]1.[I-].[Na+].[OH-].[Na+].Cl[CH2:11][C:12]1[C:21]2[C:16](=[CH:17][CH:18]=[CH:19][CH:20]=2)[CH:15]=[CH:14][CH:13]=1, predict the reaction product. The product is: [C:12]1([CH2:11][N:1]2[CH:5]=[CH:4][N:3]=[N:2]2)[C:21]2[C:16](=[CH:17][CH:18]=[CH:19][CH:20]=2)[CH:15]=[CH:14][CH:13]=1.[C:12]1([CH2:11][N:2]2[N:3]=[CH:4][CH:5]=[N:1]2)[C:21]2[C:16](=[CH:17][CH:18]=[CH:19][CH:20]=2)[CH:15]=[CH:14][CH:13]=1.